Dataset: Reaction yield outcomes from USPTO patents with 853,638 reactions. Task: Predict the reaction yield, written as a fraction of the theoretical maximum amount of product (1.0 means a 100% yield; for example, 0.34 means a 34% yield). (1) The reactants are [CH3:1][C:2]1[NH:3][C:4](=[O:26])[C:5]([CH2:11][C:12]2[CH:17]=[CH:16][C:15]([C:18]3[C:19]([C:24]#[N:25])=[CH:20][CH:21]=[CH:22][CH:23]=3)=[CH:14][CH:13]=2)=[C:6]([CH2:8][CH2:9][CH3:10])[N:7]=1.Br[CH2:28][CH:29]1[CH2:34][CH2:33][CH2:32][CH2:31][O:30]1.C(=O)([O-])[O-].[K+].[K+].CN(C)C=O. The catalyst is C(OCC)(=O)C. The product is [CH3:1][C:2]1[N:3]([CH2:28][CH:29]2[CH2:34][CH2:33][CH2:32][CH2:31][O:30]2)[C:4](=[O:26])[C:5]([CH2:11][C:12]2[CH:17]=[CH:16][C:15]([C:18]3[C:19]([C:24]#[N:25])=[CH:20][CH:21]=[CH:22][CH:23]=3)=[CH:14][CH:13]=2)=[C:6]([CH2:8][CH2:9][CH3:10])[N:7]=1. The yield is 0.480. (2) The reactants are [Br:1][C:2]1[CH:3]=[C:4]2[C:9](=[CH:10][CH:11]=1)[N:8]=[CH:7][CH:6]=[CH:5]2.C1C=C(Cl)C=C(C(OO)=[O:20])C=1. The catalyst is C(Cl)Cl. The product is [Br:1][C:2]1[CH:3]=[C:4]2[C:9](=[CH:10][CH:11]=1)[N+:8]([O-:20])=[CH:7][CH:6]=[CH:5]2. The yield is 0.978.